Dataset: Forward reaction prediction with 1.9M reactions from USPTO patents (1976-2016). Task: Predict the product of the given reaction. Given the reactants [C:1]([O:5][C:6]([N:8]1[CH2:13][CH2:12][N:11]2[C:14]([CH3:18])=[N:15][C:16](I)=[C:10]2[CH:9]1[CH2:19][CH2:20][C:21]1[CH:26]=[CH:25][C:24]([C:27]([F:30])([F:29])[F:28])=[C:23]([F:31])[CH:22]=1)=[O:7])([CH3:4])([CH3:3])[CH3:2].[Li]CCCC.C1(C)C=CC(S([C:46]#[N:47])(=O)=O)=CC=1.[NH4+].[Cl-], predict the reaction product. The product is: [C:1]([O:5][C:6]([N:8]1[CH2:13][CH2:12][N:11]2[C:14]([CH3:18])=[N:15][C:16]([C:46]#[N:47])=[C:10]2[CH:9]1[CH2:19][CH2:20][C:21]1[CH:26]=[CH:25][C:24]([C:27]([F:30])([F:29])[F:28])=[C:23]([F:31])[CH:22]=1)=[O:7])([CH3:4])([CH3:3])[CH3:2].